From a dataset of Reaction yield outcomes from USPTO patents with 853,638 reactions. Predict the reaction yield, written as a fraction of the theoretical maximum amount of product (1.0 means a 100% yield; for example, 0.34 means a 34% yield). (1) The reactants are C(OC([N:8]1[CH2:13][CH2:12][CH2:11][C@H:10]([C:14](=[O:23])[NH:15][C:16]2[CH:21]=[CH:20][C:19]([F:22])=[CH:18][CH:17]=2)[CH2:9]1)=O)(C)(C)C.[ClH:24]. The catalyst is ClCCl. The product is [ClH:24].[F:22][C:19]1[CH:18]=[CH:17][C:16]([NH:15][C:14]([C@H:10]2[CH2:11][CH2:12][CH2:13][NH:8][CH2:9]2)=[O:23])=[CH:21][CH:20]=1. The yield is 0.920. (2) The reactants are CN(C)[C:3]([S:5][C:6]1[CH:7]=[C:8]2[C:13](=[CH:14][CH:15]=1)[CH:12]=[C:11]([C:16]([O:18]C)=[O:17])[CH:10]=[CH:9]2)=O.[OH-].[K+].COS(OC)(=O)=O. The catalyst is CO. The product is [CH3:3][S:5][C:6]1[CH:7]=[C:8]2[C:13](=[CH:14][CH:15]=1)[CH:12]=[C:11]([C:16]([OH:18])=[O:17])[CH:10]=[CH:9]2. The yield is 0.910. (3) The reactants are [Mg].II.Br[C:5]1[CH:10]=[CH:9][CH:8]=[CH:7][C:6]=1[CH3:11].[Cl:12][C:13]([F:18])([F:17])[C:14](O)=[O:15].[Cl-].[NH4+]. The catalyst is C(OCC)C. The product is [Cl:12][C:13]([F:18])([F:17])[C:14]([C:5]1[CH:10]=[CH:9][CH:8]=[CH:7][C:6]=1[CH3:11])=[O:15]. The yield is 0.310. (4) The reactants are [N:1]1[CH:6]=[CH:5][CH:4]=[C:3]([O:7][C:8]2[N:13]=[CH:12][C:11]([CH:14]=O)=[CH:10][CH:9]=2)[CH:2]=1.[N+:16]([CH3:19])([O-:18])=[O:17].C([O-])(=O)C.[NH4+].[BH4-].[Na+]. The catalyst is O.C(O)(=O)C. The product is [N+:16]([CH2:19][CH2:14][C:11]1[CH:10]=[CH:9][C:8]([O:7][C:3]2[CH:2]=[N:1][CH:6]=[CH:5][CH:4]=2)=[N:13][CH:12]=1)([O-:18])=[O:17]. The yield is 0.260.